This data is from Full USPTO retrosynthesis dataset with 1.9M reactions from patents (1976-2016). The task is: Predict the reactants needed to synthesize the given product. Given the product [F:17][C:3]1[C:2]([C:28]#[C:27][CH2:26][CH2:25][OH:29])=[CH:10][CH:9]=[C:8]2[C:4]=1[CH:5]=[N:6][N:7]2[CH:11]1[CH2:16][CH2:15][CH2:14][CH2:13][O:12]1, predict the reactants needed to synthesize it. The reactants are: Br[C:2]1[C:3]([F:17])=[C:4]2[C:8](=[CH:9][CH:10]=1)[N:7]([CH:11]1[CH2:16][CH2:15][CH2:14][CH2:13][O:12]1)[N:6]=[CH:5]2.C(N(CC)CC)C.[CH2:25]([OH:29])[CH2:26][C:27]#[CH:28].